Dataset: Reaction yield outcomes from USPTO patents with 853,638 reactions. Task: Predict the reaction yield, written as a fraction of the theoretical maximum amount of product (1.0 means a 100% yield; for example, 0.34 means a 34% yield). (1) The reactants are F.F.F.C(N(CC)CC)C.C(N(CC)CC)C.[Si]([O:35][CH2:36][C@H:37]1[O:41][C@@H:40]([N:42]2[CH:49]=[C:48]([CH3:50])[C:46](=[O:47])[NH:45][C:43]2=[O:44])[C@H:39]([O:51][CH2:52][CH2:53][O:54][N:55]([CH3:57])[CH3:56])[C@@H:38]1[OH:58])(C(C)(C)C)(C1C=CC=CC=1)C1C=CC=CC=1.CO. The catalyst is C1COCC1.C(Cl)Cl. The product is [CH3:56][N:55]([CH3:57])[O:54][CH2:53][CH2:52][O:51][C@@H:39]1[C@H:38]([OH:58])[C@@H:37]([CH2:36][OH:35])[O:41][C@H:40]1[N:42]1[CH:49]=[C:48]([CH3:50])[C:46](=[O:47])[NH:45][C:43]1=[O:44]. The yield is 0.925. (2) The reactants are [CH2:1]([CH:8]1[C:14](=[O:15])[CH2:13][CH:12]2[CH2:16][CH:9]1[CH2:10][CH2:11]2)[C:2]1[CH:7]=[CH:6][CH:5]=[CH:4][N:3]=1.CC([O-])(C)C.[K+].C1COCC1.[N:28](OCCC(C)C)=[O:29].Cl. The catalyst is C1COCC1. The product is [CH2:1]([CH:8]1[C:14](=[O:15])[C:13](=[N:28][OH:29])[CH:12]2[CH2:16][CH:9]1[CH2:10][CH2:11]2)[C:2]1[CH:7]=[CH:6][CH:5]=[CH:4][N:3]=1. The yield is 0.410. (3) The reactants are Cl[C:2]1[CH:7]=[CH:6][C:5]([O:8][CH3:9])=[CH:4][CH:3]=1.[CH3:10][O:11][C:12]1[CH:17]=[CH:16][C:15](B(O)O)=[CH:14][CH:13]=1.[F-].[Cs+]. The catalyst is O1CCOCC1.C1C=CC(/C=C/C(/C=C/C2C=CC=CC=2)=O)=CC=1.C1C=CC(/C=C/C(/C=C/C2C=CC=CC=2)=O)=CC=1.C1C=CC(/C=C/C(/C=C/C2C=CC=CC=2)=O)=CC=1.[Pd].[Pd].N(P(Cl)Cl)(C1CCCCC1)C1CCCCC1. The product is [CH3:9][O:8][C:5]1[CH:6]=[CH:7][C:2]([C:15]2[CH:16]=[CH:17][C:12]([O:11][CH3:10])=[CH:13][CH:14]=2)=[CH:3][CH:4]=1. The yield is 0.990.